Dataset: Forward reaction prediction with 1.9M reactions from USPTO patents (1976-2016). Task: Predict the product of the given reaction. Given the reactants [C:1]([O:5][C:6]([N:8]([C:31]1[CH:36]=[C:35]([N:37]([CH3:61])[C:38]([N:40]([C:49]2[C:54]([Cl:55])=[C:53]([O:56][CH3:57])[CH:52]=[C:51]([O:58][CH3:59])[C:50]=2[Cl:60])[CH2:41][O:42][CH2:43][CH2:44][Si:45]([CH3:48])([CH3:47])[CH3:46])=[O:39])[N:34]=[CH:33][N:32]=1)[C:9]1[CH:14]=[CH:13][C:12]([N:15]2[CH2:20][CH2:19][N:18]([C:21]([O:23][C:24]([CH3:27])([CH3:26])[CH3:25])=[O:22])[CH2:17][CH2:16]2)=[CH:11][C:10]=1[N+:28]([O-])=O)=[O:7])([CH3:4])([CH3:3])[CH3:2], predict the reaction product. The product is: [NH2:28][C:10]1[CH:11]=[C:12]([N:15]2[CH2:20][CH2:19][N:18]([C:21]([O:23][C:24]([CH3:27])([CH3:26])[CH3:25])=[O:22])[CH2:17][CH2:16]2)[CH:13]=[CH:14][C:9]=1[N:8]([C:6]([O:5][C:1]([CH3:4])([CH3:3])[CH3:2])=[O:7])[C:31]1[CH:36]=[C:35]([N:37]([CH3:61])[C:38]([N:40]([C:49]2[C:50]([Cl:60])=[C:51]([O:58][CH3:59])[CH:52]=[C:53]([O:56][CH3:57])[C:54]=2[Cl:55])[CH2:41][O:42][CH2:43][CH2:44][Si:45]([CH3:48])([CH3:46])[CH3:47])=[O:39])[N:34]=[CH:33][N:32]=1.